Predict the product of the given reaction. From a dataset of Forward reaction prediction with 1.9M reactions from USPTO patents (1976-2016). (1) The product is: [CH2:1]([S:3]([N:6]1[CH2:11][CH2:10][CH:9]([C:12]2[C:20]3[C:15](=[C:16]([C:29]([NH2:31])=[O:30])[CH:17]=[C:18]([C:21]4[CH:26]=[CH:25][CH:24]=[C:23]([CH2:27][N:38]5[CH2:39][CH2:40][CH2:41][CH:37]5[C:33]5[S:32][CH:36]=[CH:35][CH:34]=5)[CH:22]=4)[CH:19]=3)[NH:14][CH:13]=2)[CH2:8][CH2:7]1)(=[O:5])=[O:4])[CH3:2]. Given the reactants [CH2:1]([S:3]([N:6]1[CH2:11][CH2:10][CH:9]([C:12]2[C:20]3[C:15](=[C:16]([C:29]([NH2:31])=[O:30])[CH:17]=[C:18]([C:21]4[CH:26]=[CH:25][CH:24]=[C:23]([CH:27]=O)[CH:22]=4)[CH:19]=3)[NH:14][CH:13]=2)[CH2:8][CH2:7]1)(=[O:5])=[O:4])[CH3:2].[S:32]1[CH:36]=[CH:35][CH:34]=[C:33]1[CH:37]1[CH2:41][CH2:40][CH2:39][NH:38]1.[BH-](OC(C)=O)(OC(C)=O)OC(C)=O.[Na+], predict the reaction product. (2) Given the reactants [CH3:1][O:2][C:3]1[CH:19]=[CH:18][C:6]([CH2:7][N:8]2[C:12]3[CH:13]=[CH:14][CH:15]=[C:16]([OH:17])[C:11]=3[N:10]=[N:9]2)=[CH:5][CH:4]=1.[OH-].[Na+].[Cl:22]N1C(=O)CCC1=O, predict the reaction product. The product is: [Cl:22][C:15]1[CH:14]=[CH:13][C:12]2[N:8]([CH2:7][C:6]3[CH:5]=[CH:4][C:3]([O:2][CH3:1])=[CH:19][CH:18]=3)[N:9]=[N:10][C:11]=2[C:16]=1[OH:17]. (3) Given the reactants C[O:2][C:3]([C@@H:5]1[CH2:9][C@@H:8]([O:10][C:11]([N:13]2[CH2:21][C:20]3[C:15](=[CH:16][CH:17]=[CH:18][C:19]=3[F:22])[CH2:14]2)=[O:12])[CH2:7][N:6]1[C:23]([O:25][C:26]([CH3:29])([CH3:28])[CH3:27])=[O:24])=[O:4].O.[OH-].[Li+], predict the reaction product. The product is: [C:26]([O:25][C:23]([N:6]1[CH2:7][C@H:8]([O:10][C:11]([N:13]2[CH2:21][C:20]3[C:15](=[CH:16][CH:17]=[CH:18][C:19]=3[F:22])[CH2:14]2)=[O:12])[CH2:9][C@H:5]1[C:3]([OH:4])=[O:2])=[O:24])([CH3:29])([CH3:27])[CH3:28]. (4) Given the reactants [OH:1][C:2]1[CH:3]=[C:4]2[C:9](=[CH:10][CH:11]=1)[C:8]([C:12]([OH:14])=[O:13])=[CH:7][CH:6]=[CH:5]2.[Cl:15][C:16]1[CH:21]=[C:20](Cl)[CH:19]=[CH:18][N:17]=1.C([O-])([O-])=O.[Cs+].[Cs+], predict the reaction product. The product is: [Cl:15][C:16]1[CH:21]=[C:20]([O:1][C:2]2[CH:3]=[C:4]3[C:9](=[CH:10][CH:11]=2)[C:8]([C:12]([OH:14])=[O:13])=[CH:7][CH:6]=[CH:5]3)[CH:19]=[CH:18][N:17]=1.